Predict the reaction yield, written as a fraction of the theoretical maximum amount of product (1.0 means a 100% yield; for example, 0.34 means a 34% yield). From a dataset of Reaction yield outcomes from USPTO patents with 853,638 reactions. (1) The reactants are [CH3:1][C:2]1[C:10]([N+:11]([O-:13])=[O:12])=[CH:9][CH:8]=[CH:7][C:3]=1[C:4]([OH:6])=[O:5].[Br:14]N1C(C)(C)C(=O)N(Br)C1=O. The catalyst is OS(O)(=O)=O. The product is [Br:14][C:8]1[CH:9]=[C:10]([N+:11]([O-:13])=[O:12])[C:2]([CH3:1])=[C:3]([CH:7]=1)[C:4]([OH:6])=[O:5]. The yield is 0.980. (2) The reactants are Cl[C:2]1[N:7]=[C:6]([C:8]2[N:12]3[CH:13]=[CH:14][CH:15]=[CH:16][C:11]3=[N:10][C:9]=2[C:17]2[CH:18]=[C:19]([CH:31]=[CH:32][CH:33]=2)[C:20]([NH:22][C:23]2[C:28]([F:29])=[CH:27][CH:26]=[CH:25][C:24]=2[F:30])=[O:21])[CH:5]=[CH:4][N:3]=1.[CH2:34]([O:36][C:37]1[CH:43]=[C:42]([N:44]2[CH2:49][CH2:48][CH:47]([N:50]3[CH2:55][CH2:54][N:53]([S:56]([CH3:59])(=[O:58])=[O:57])[CH2:52][CH2:51]3)[CH2:46][CH2:45]2)[CH:41]=[CH:40][C:38]=1[NH2:39])[CH3:35].C1(C)C=CC(S(O)(=O)=O)=CC=1. The catalyst is CC(O)C. The product is [F:30][C:24]1[CH:25]=[CH:26][CH:27]=[C:28]([F:29])[C:23]=1[NH:22][C:20](=[O:21])[C:19]1[CH:31]=[CH:32][CH:33]=[C:17]([C:9]2[N:10]=[C:11]3[CH:16]=[CH:15][CH:14]=[CH:13][N:12]3[C:8]=2[C:6]2[CH:5]=[CH:4][N:3]=[C:2]([NH:39][C:38]3[CH:40]=[CH:41][C:42]([N:44]4[CH2:49][CH2:48][CH:47]([N:50]5[CH2:55][CH2:54][N:53]([S:56]([CH3:59])(=[O:58])=[O:57])[CH2:52][CH2:51]5)[CH2:46][CH2:45]4)=[CH:43][C:37]=3[O:36][CH2:34][CH3:35])[N:7]=2)[CH:18]=1. The yield is 0.630. (3) The reactants are [O:1]=[C:2]1[C@@:6]([N:12]2[CH:16]=[CH:15][CH:14]=[CH:13]2)([C:7]([O:9][CH2:10][CH3:11])=[O:8])[CH2:5][C:4](=[O:17])[NH:3]1.[Cl:18][C:19]([Cl:24])([Cl:23])[C:20](Cl)=[O:21].O.C(=O)(O)[O-].[Na+]. The catalyst is C(OCC)(=O)C. The product is [O:1]=[C:2]1[C@@:6]([N:12]2[CH:13]=[CH:14][CH:15]=[C:16]2[C:20](=[O:21])[C:19]([Cl:24])([Cl:23])[Cl:18])([C:7]([O:9][CH2:10][CH3:11])=[O:8])[CH2:5][C:4](=[O:17])[NH:3]1. The yield is 0.940. (4) The reactants are [H-].[Na+].[CH3:3][CH:4]1[CH2:9][CH2:8][N:7]([C:10]([C:12]2[CH:20]=[CH:19][C:18]3[NH:17][C:16]4[CH2:21][CH2:22][N:23]([C:25]([O:27][C:28]([CH3:31])([CH3:30])[CH3:29])=[O:26])[CH2:24][C:15]=4[C:14]=3[CH:13]=2)=[O:11])[CH2:6][CH2:5]1.[CH2:32]([S:34](Cl)(=[O:36])=[O:35])[CH3:33]. The product is [CH2:32]([S:34]([N:17]1[C:18]2[CH:19]=[CH:20][C:12]([C:10]([N:7]3[CH2:8][CH2:9][CH:4]([CH3:3])[CH2:5][CH2:6]3)=[O:11])=[CH:13][C:14]=2[C:15]2[CH2:24][N:23]([C:25]([O:27][C:28]([CH3:30])([CH3:29])[CH3:31])=[O:26])[CH2:22][CH2:21][C:16]1=2)(=[O:36])=[O:35])[CH3:33]. The yield is 0.730. The catalyst is CN(C=O)C. (5) The yield is 0.630. The catalyst is ClCCl. The reactants are [Cl:1][C:2]1[CH:7]=[C:6]([Cl:8])[CH:5]=[CH:4][C:3]=1[C@H:9]([N:11]1[C:19]2[C:14](=[CH:15][CH:16]=[C:17]([N:20]3[CH2:25][CH2:24][NH:23][CH2:22][CH2:21]3)[CH:18]=2)[CH:13]=[N:12]1)[CH3:10].[C:26]([O:30][C:31]([N:33]1[CH2:37][CH2:36][CH2:35][C@@H:34]1[C:38](O)=[O:39])=[O:32])([CH3:29])([CH3:28])[CH3:27].CN(C(ON1N=NC2C=CC=NC1=2)=[N+](C)C)C.F[P-](F)(F)(F)(F)F.CCN(C(C)C)C(C)C. The product is [Cl:1][C:2]1[CH:7]=[C:6]([Cl:8])[CH:5]=[CH:4][C:3]=1[C@H:9]([N:11]1[C:19]2[C:14](=[CH:15][CH:16]=[C:17]([N:20]3[CH2:21][CH2:22][N:23]([C:38]([C@H:34]4[CH2:35][CH2:36][CH2:37][N:33]4[C:31]([O:30][C:26]([CH3:29])([CH3:28])[CH3:27])=[O:32])=[O:39])[CH2:24][CH2:25]3)[CH:18]=2)[CH:13]=[N:12]1)[CH3:10]. (6) The reactants are [C:1]([O:5][C:6]([NH:8][C@H:9]1[CH2:14][C:13](=[CH:15][CH3:16])[CH2:12][N:11]([C:17](OCC2C=CC=CC=2)=O)[CH2:10]1)=[O:7])([CH3:4])([CH3:3])[CH3:2].CCN(C(C)C)C(C)C.ClC1[CH:42]=[CH:41][N:40]=[CH:39][C:38]=1[N+:43]([O-:45])=[O:44]. The catalyst is C(O)C.CCOC(C)=O.[Pd]. The product is [CH2:15]([C@H:13]1[CH2:12][N:11]([C:17]2[CH:42]=[CH:41][N:40]=[CH:39][C:38]=2[N+:43]([O-:45])=[O:44])[CH2:10][C@@H:9]([NH:8][C:6](=[O:7])[O:5][C:1]([CH3:2])([CH3:3])[CH3:4])[CH2:14]1)[CH3:16]. The yield is 0.910. (7) The reactants are [F:1][C:2]1[CH:7]=[C:6]([CH3:8])[C:5]([N+:9]([O-:11])=[O:10])=[CH:4][C:3]=1[N+:12]([O-:14])=[O:13].C[C:16]([N:18]([CH3:20])[CH3:19])=O.CN(C=O)C. The catalyst is O. The product is [F:1][C:2]1[C:3]([N+:12]([O-:14])=[O:13])=[CH:4][C:5]([N+:9]([O-:11])=[O:10])=[C:6](/[CH:8]=[CH:16]/[N:18]([CH3:20])[CH3:19])[CH:7]=1. The yield is 0.630. (8) The reactants are [C:1]([O:5][C:6](=[O:21])[NH:7][C:8]1[CH:9]=[CH:10][C:11]2[CH2:17][CH2:16][CH2:15][C:14](SC)=[N:13][C:12]=2[CH:20]=1)([CH3:4])([CH3:3])[CH3:2].[CH3:22][O:23][CH:24]([O:27][CH3:28])[CH2:25][NH2:26]. The catalyst is C(O)C. The product is [C:1]([O:5][C:6](=[O:21])[NH:7][C:8]1[CH:9]=[CH:10][C:11]2[CH2:17][CH2:16][CH2:15][C:14]([NH:26][CH2:25][CH:24]([O:27][CH3:28])[O:23][CH3:22])=[N:13][C:12]=2[CH:20]=1)([CH3:4])([CH3:3])[CH3:2]. The yield is 0.610. (9) The reactants are [ClH:1].O1CCOCC1.[F:8][CH:9]([F:38])[N:10]1[N:26]=[CH:25][C:24]2[NH:23][C:22](=[O:27])[C@@H:21]([CH3:28])[CH2:20][CH2:19][CH2:18][C@H:17]([NH:29]C(=O)OC(C)(C)C)[C:16]3[CH:37]=[C:12]([CH:13]=[CH:14][N:15]=3)[C:11]1=2. The catalyst is CO. The product is [ClH:1].[ClH:1].[NH2:29][C@@H:17]1[C:16]2[CH:37]=[C:12]([CH:13]=[CH:14][N:15]=2)[C:11]2[N:10]([CH:9]([F:8])[F:38])[N:26]=[CH:25][C:24]=2[NH:23][C:22](=[O:27])[C@@H:21]([CH3:28])[CH2:20][CH2:19][CH2:18]1. The yield is 0.930. (10) The reactants are [CH2:1]([CH:3]([N:6]1[CH2:11][CH2:10][NH:9][CH2:8][CH2:7]1)[CH2:4][CH3:5])[CH3:2].[Cl:12][C:13]([O:15][C:16]1[CH:21]=[CH:20][C:19]([C:22]([O:24][CH3:25])=[O:23])=[CH:18][CH:17]=1)=[O:14]. The catalyst is C(Cl)Cl. The product is [ClH:12].[CH3:25][O:24][C:22]([C:19]1[CH:20]=[CH:21][C:16]([O:15][C:13]([N:9]2[CH2:10][CH2:11][N:6]([CH:3]([CH2:4][CH3:5])[CH2:1][CH3:2])[CH2:7][CH2:8]2)=[O:14])=[CH:17][CH:18]=1)=[O:23]. The yield is 0.900.